Predict the product of the given reaction. From a dataset of Forward reaction prediction with 1.9M reactions from USPTO patents (1976-2016). (1) Given the reactants [NH:1]1[CH2:8][CH2:7][CH2:6][C@H:2]1[C:3]([OH:5])=[O:4].[Cl:9][CH2:10][C:11](Cl)=[O:12], predict the reaction product. The product is: [Cl:9][CH2:10][C:11]([N:1]1[CH2:8][CH2:7][CH2:6][CH:2]1[C:3]([OH:5])=[O:4])=[O:12]. (2) The product is: [CH:27]1([C:25]#[C:26][C:3]2[S:4][C:5]3[N:6]=[CH:7][N:8]=[C:9]([O:11][C@H:12]([CH2:17][C:18]4[CH:23]=[CH:22][CH:21]=[CH:20][CH:19]=4)[C:13]([O:15][CH3:16])=[O:14])[C:10]=3[C:2]=2[I:1])[CH2:29][CH2:28]1. Given the reactants [I:1][C:2]1[C:10]2[C:9]([O:11][C@H:12]([CH2:17][C:18]3[CH:23]=[CH:22][CH:21]=[CH:20][CH:19]=3)[C:13]([O:15][CH3:16])=[O:14])=[N:8][CH:7]=[N:6][C:5]=2[S:4][C:3]=1I.[C:25]([CH:27]1[CH2:29][CH2:28]1)#[CH:26], predict the reaction product. (3) Given the reactants O1CCCC1.C[O:7][C:8]([C@H:10]1[CH2:15][CH2:14][CH2:13][C@@H:12]([C:16]2[CH:21]=[C:20]([F:22])[C:19]([F:23])=[C:18]([F:24])[CH:17]=2)[NH:11]1)=O.[H-].[Al+3].[Li+].[H-].[H-].[H-].[OH-].[Na+], predict the reaction product. The product is: [F:22][C:20]1[CH:21]=[C:16]([C@H:12]2[NH:11][C@@H:10]([CH2:8][OH:7])[CH2:15][CH2:14][CH2:13]2)[CH:17]=[C:18]([F:24])[C:19]=1[F:23]. (4) Given the reactants [CH2:1]([C:8]1[CH:9]=[N:10][C:11]2[C:16]([C:17]=1[C:18]1[CH:19]=[C:20]([NH2:24])[CH:21]=[CH:22][CH:23]=1)=[CH:15][CH:14]=[CH:13][C:12]=2[C:25]([F:28])([F:27])[F:26])[C:2]1[CH:7]=[CH:6][CH:5]=[CH:4][CH:3]=1.[CH3:29][O:30][C:31]1[CH:32]=[C:33]([CH:36]=[CH:37][C:38]=1[O:39][CH3:40])[CH:34]=O, predict the reaction product. The product is: [CH2:1]([C:8]1[CH:9]=[N:10][C:11]2[C:16]([C:17]=1[C:18]1[CH:19]=[C:20]([NH:24][CH2:34][C:33]3[CH:36]=[CH:37][C:38]([O:39][CH3:40])=[C:31]([O:30][CH3:29])[CH:32]=3)[CH:21]=[CH:22][CH:23]=1)=[CH:15][CH:14]=[CH:13][C:12]=2[C:25]([F:28])([F:26])[F:27])[C:2]1[CH:3]=[CH:4][CH:5]=[CH:6][CH:7]=1. (5) Given the reactants [Br:1][C:2]1[CH:3]=[N:4][C:5]2[N:6]([N:8]=[C:9]([C:11]([OH:13])=O)[CH:10]=2)[CH:7]=1.[O:14]1[CH:18]=[CH:17][C:16]([C:19]2[CH:20]=[C:21]3[C:26](=[CH:27][CH:28]=2)[CH:25]([CH3:29])[NH:24][CH2:23][CH2:22]3)=[CH:15]1, predict the reaction product. The product is: [Br:1][C:2]1[CH:3]=[N:4][C:5]2[N:6]([N:8]=[C:9]([C:11]([N:24]3[CH2:23][CH2:22][C:21]4[C:26](=[CH:27][CH:28]=[C:19]([C:16]5[CH:17]=[CH:18][O:14][CH:15]=5)[CH:20]=4)[CH:25]3[CH3:29])=[O:13])[CH:10]=2)[CH:7]=1. (6) Given the reactants Br[CH2:2][C:3]1[C:7]2[CH:8]=[CH:9][CH:10]=[CH:11][C:6]=2[O:5][N:4]=1.[C-:12]#[N:13].[K+], predict the reaction product. The product is: [O:5]1[C:6]2[CH:11]=[CH:10][CH:9]=[CH:8][C:7]=2[C:3]([CH2:2][C:12]#[N:13])=[N:4]1. (7) Given the reactants [Cl:1][C:2]1[CH:7]=[C:6]([NH:8][C:9]2[CH:14]=[CH:13][C:12]([F:15])=[CH:11][C:10]=2[F:16])[CH:5]=[CH:4][C:3]=1[C:17]([C:19]1[CH:24]=[C:23]([C:25]#[C:26][Si](C)(C)C)[CH:22]=[CH:21][C:20]=1[CH3:31])=[O:18].C([O-])([O-])=O.[K+].[K+].CCOC(C)=O.O, predict the reaction product. The product is: [Cl:1][C:2]1[CH:7]=[C:6]([NH:8][C:9]2[CH:14]=[CH:13][C:12]([F:15])=[CH:11][C:10]=2[F:16])[CH:5]=[CH:4][C:3]=1[C:17]([C:19]1[CH:24]=[C:23]([C:25]#[CH:26])[CH:22]=[CH:21][C:20]=1[CH3:31])=[O:18]. (8) The product is: [F:15][C:14]([F:17])([F:16])[C:10]1[CH:9]=[C:8]([N:7]2[C:3]([CH2:2][N:18]3[CH2:23][CH2:22][S:21](=[O:25])(=[O:24])[CH2:20][CH2:19]3)=[N:4][N:5]=[N:6]2)[CH:13]=[CH:12][CH:11]=1. Given the reactants Cl[CH2:2][C:3]1[N:7]([C:8]2[CH:13]=[CH:12][CH:11]=[C:10]([C:14]([F:17])([F:16])[F:15])[CH:9]=2)[N:6]=[N:5][N:4]=1.[NH:18]1[CH2:23][CH2:22][S:21](=[O:25])(=[O:24])[CH2:20][CH2:19]1.C(N(CC)CC)C, predict the reaction product. (9) Given the reactants [NH2:1][C:2]1([C:30]([NH2:32])=[O:31])[CH2:7][CH2:6][N:5]([S:8](/[CH:11]=[CH:12]/[C:13]2[C:18]([CH3:19])=[CH:17][C:16]([N:20]3[C:24]([CH3:26])([CH3:25])[C:23](=[O:27])[NH:22][C:21]3=[O:28])=[CH:15][C:14]=2[CH3:29])(=[O:10])=[O:9])[CH2:4][CH2:3]1, predict the reaction product. The product is: [NH2:1][C:2]1([C:30]([NH2:32])=[O:31])[CH2:7][CH2:6][N:5]([S:8]([CH2:11][CH2:12][C:13]2[C:14]([CH3:29])=[CH:15][C:16]([N:20]3[C:24]([CH3:26])([CH3:25])[C:23](=[O:27])[NH:22][C:21]3=[O:28])=[CH:17][C:18]=2[CH3:19])(=[O:9])=[O:10])[CH2:4][CH2:3]1. (10) Given the reactants [O:1]=[S:2]([Cl:4])Cl.N([O-])=[O:6].[Na+].N[C:10]1[CH:11]=[CH:12][C:13]([C:16]#[N:17])=[N:14][CH:15]=1, predict the reaction product. The product is: [C:16]([C:13]1[N:14]=[CH:15][C:10]([S:2]([Cl:4])(=[O:1])=[O:6])=[CH:11][CH:12]=1)#[N:17].